This data is from Drug-target binding data from BindingDB using IC50 measurements. The task is: Regression. Given a target protein amino acid sequence and a drug SMILES string, predict the binding affinity score between them. We predict pIC50 (pIC50 = -log10(IC50 in M); higher means more potent). Dataset: bindingdb_ic50. (1) The target protein sequence is MEIYTSDNYSEEVGSGDYDSNKEPCFRDENENFNRIFLPTIYFIIFLTGIVGNGLVILVMGYQKKLRSMTDKYRLHLSVADLLFVITLPFWAVDAMADWYFGKFLCKAVHIIYTVNLYSSVLILAFISLDRYLAIVHATNSQSARKLLAEKAVYVGVWIPALLLTIPDIIFADVSQGDGRYICDRLYPDSLWMVVFQFQHIMVGLILPGIVILSCYCIIISKLSHSKGHQKRKALKTTVILILAFFACWLPYYVGISIDSFILLEVIKQGCEFESVVHKWISITEALAFFHCCLNPILYAFLGAKFKSSAQHALNSMSRGSSLKILSKGKRGGHSSVSTESESSSFHSS. The small molecule is c1ccc(OCc2ccc(CNc3ncccn3)cc2)nc1. The pIC50 is 7.0. (2) The compound is O=Cc1ccc(C2=C(NS(=O)(=O)c3ccccc3)C(=O)c3ccccc3C2=O)cc1. The target protein (P18440) has sequence MDIEAYLERIGYKKSRNKLDLETLTDILQHQIRAVPFENLNIHCGDAMDLGLEAIFDQVVRRNRGGWCLQVNHLLYWALTTIGFETTMLGGYVYSTPAKKYSTGMIHLLLQVTIDGRNYIVDAGFGRSYQMWQPLELISGKDQPQVPCVFRLTEENGFWYLDQIRREQYIPNEEFLHSDLLEDSKYRKIYSFTLKPRTIEDFESMNTYLQTSPSSVFTSKSFCSLQTPDGVHCLVGFTLTHRRFNYKDNTDLIEFKTLSEEEIEKVLKNIFNISLQRKLVPKHGDRFFTI. The pIC50 is 5.0.